This data is from HIV replication inhibition screening data with 41,000+ compounds from the AIDS Antiviral Screen. The task is: Binary Classification. Given a drug SMILES string, predict its activity (active/inactive) in a high-throughput screening assay against a specified biological target. (1) The molecule is COc1cc(N(C)C)c(OC)cc1C=C1C=CC=C1. The result is 0 (inactive). (2) The drug is O=C1COC(c2ccccc2O)=NN1Cc1ccccc1. The result is 0 (inactive).